Dataset: Full USPTO retrosynthesis dataset with 1.9M reactions from patents (1976-2016). Task: Predict the reactants needed to synthesize the given product. Given the product [F:1][C:2]1[CH:3]=[CH:4][C:5]([CH2:6][C:7]2[CH:16]=[C:15]3[C:10]([C:11]([OH:31])=[C:12]([C:26]([NH:42][CH2:41][CH2:40][N:39]4[CH2:34][CH2:35][O:36][CH2:37][CH2:38]4)=[O:27])[C:13](=[O:25])[N:14]3[CH2:17][CH2:18][N:19]3[CH2:23][CH2:22][CH2:21][C:20]3=[O:24])=[N:9][CH:8]=2)=[CH:32][CH:33]=1, predict the reactants needed to synthesize it. The reactants are: [F:1][C:2]1[CH:33]=[CH:32][C:5]([CH2:6][C:7]2[CH:16]=[C:15]3[C:10]([C:11]([OH:31])=[C:12]([C:26](OCC)=[O:27])[C:13](=[O:25])[N:14]3[CH2:17][CH2:18][N:19]3[CH2:23][CH2:22][CH2:21][C:20]3=[O:24])=[N:9][CH:8]=2)=[CH:4][CH:3]=1.[CH2:34]1[N:39]([CH2:40][CH2:41][NH2:42])[CH2:38][CH2:37][O:36][CH2:35]1.